Dataset: Catalyst prediction with 721,799 reactions and 888 catalyst types from USPTO. Task: Predict which catalyst facilitates the given reaction. (1) Reactant: [CH:1]1([CH2:5][N:6]([C:10]2[CH:11]=[N:12][O:13][C:14]=2[CH3:15])[C:7](=[O:9])[CH3:8])[CH2:4][CH2:3][CH2:2]1. Product: [NH2:12]/[CH:11]=[C:10](/[N:6]([CH2:5][CH:1]1[CH2:2][CH2:3][CH2:4]1)[C:7](=[O:9])[CH3:8])\[C:14](=[O:13])[CH3:15]. The catalyst class is: 50. (2) Reactant: [C:1]([O:5][C:6]([N:8]([C:13]1[CH:14]=[C:15]([CH:19]=[CH:20][C:21]=1[O:22][CH3:23])[C:16](O)=[O:17])[S:9]([CH3:12])(=[O:11])=[O:10])=[O:7])([CH3:4])([CH3:3])[CH3:2].CN(C(ON1N=NC2C=CC=NC1=2)=[N+](C)C)C.F[P-](F)(F)(F)(F)F.CN1CCOCC1.[SH:55][CH2:56][C:57]([OH:59])=[O:58]. Product: [C:1]([O:5][C:6]([N:8]([C:13]1[CH:14]=[C:15]([CH:19]=[CH:20][C:21]=1[O:22][CH3:23])[C:16]([S:55][CH2:56][C:57]([OH:59])=[O:58])=[O:17])[S:9]([CH3:12])(=[O:11])=[O:10])=[O:7])([CH3:4])([CH3:3])[CH3:2]. The catalyst class is: 3. (3) Reactant: [Cl:1][C:2]1[C:7]([F:8])=[CH:6][CH:5]=[C:4]([Cl:9])[C:3]=1[C@H:10]([O:12][C:13]1[C:14]([NH2:28])=[N:15][CH:16]=[C:17](B2OC(C)(C)C(C)(C)O2)[CH:18]=1)[CH3:11].[C:29]([O:33][C:34]([N:36]1[CH2:41][CH2:40][CH:39]([N:42]2[CH:46]=[C:45](Br)[CH:44]=[N:43]2)[CH2:38][CH2:37]1)=[O:35])([CH3:32])([CH3:31])[CH3:30].C([O-])([O-])=O.[Na+].[Na+]. Product: [C:29]([O:33][C:34]([N:36]1[CH2:37][CH2:38][CH:39]([N:42]2[CH:46]=[C:45]([C:17]3[CH:16]=[N:15][C:14]([NH2:28])=[C:13]([O:12][C@@H:10]([C:3]4[C:4]([Cl:9])=[CH:5][CH:6]=[C:7]([F:8])[C:2]=4[Cl:1])[CH3:11])[CH:18]=3)[CH:44]=[N:43]2)[CH2:40][CH2:41]1)=[O:35])([CH3:32])([CH3:30])[CH3:31]. The catalyst class is: 149. (4) Reactant: [O:1]1[CH:5]=[CH:4][CH:3]=[C:2]1[C:6](=[O:10])[C:7]([OH:9])=O.S(Cl)(Cl)=O.[NH2:15][C:16]1[CH:17]=[CH:18][C:19]2[C:24](=[O:25])[O:23][N:22]=[C:21]([CH3:26])[C:20]=2[CH:27]=1. Product: [O:1]1[CH:5]=[CH:4][CH:3]=[C:2]1[C:6](=[O:10])[C:7]([NH:15][C:16]1[CH:17]=[CH:18][C:19]2[C:24](=[O:25])[O:23][N:22]=[C:21]([CH3:26])[C:20]=2[CH:27]=1)=[O:9]. The catalyst class is: 80. (5) Reactant: [CH3:1][C:2]1([CH2:7][C:8]2[CH:13]=[CH:12][CH:11]=[C:10]([N+:14]([O-])=O)[CH:9]=2)[O:6][CH2:5][CH2:4][O:3]1. Product: [CH3:1][C:2]1([CH2:7][C:8]2[CH:9]=[C:10]([NH2:14])[CH:11]=[CH:12][CH:13]=2)[O:3][CH2:4][CH2:5][O:6]1. The catalyst class is: 19. (6) Reactant: CC1C=CC(S(O[CH2:12][C:13]2([CH2:23][CH3:24])[CH2:22][CH2:21][C:16]3([O:20][CH2:19][CH2:18][O:17]3)[CH2:15][CH2:14]2)(=O)=O)=CC=1.[H-].[Al+3].[Li+].[H-].[H-].[H-].O.[OH-].[Na+]. Product: [CH2:23]([C:13]1([CH3:12])[CH2:22][CH2:21][C:16]2([O:17][CH2:18][CH2:19][O:20]2)[CH2:15][CH2:14]1)[CH3:24]. The catalyst class is: 7. (7) Reactant: [F:1][C:2]1[C:10]([NH:11][S:12]([CH2:15][CH2:16][CH3:17])(=[O:14])=[O:13])=[CH:9][CH:8]=[C:7]([F:18])[C:3]=1[C:4]([OH:6])=O.C1C=CC2N(O)N=NC=2C=1.O.CCN=C=NCCCN(C)C.[N:41]1([C:46]2[C:54]3[C:49](=[N:50][CH:51]=[C:52]([NH2:55])[CH:53]=3)[NH:48][N:47]=2)[CH:45]=[CH:44][N:43]=[CH:42]1. Product: [N:41]1([C:46]2[C:54]3[C:49](=[N:50][CH:51]=[C:52]([NH:55][C:4](=[O:6])[C:3]4[C:7]([F:18])=[CH:8][CH:9]=[C:10]([NH:11][S:12]([CH2:15][CH2:16][CH3:17])(=[O:14])=[O:13])[C:2]=4[F:1])[CH:53]=3)[NH:48][N:47]=2)[CH:45]=[CH:44][N:43]=[CH:42]1. The catalyst class is: 3.